Dataset: Full USPTO retrosynthesis dataset with 1.9M reactions from patents (1976-2016). Task: Predict the reactants needed to synthesize the given product. (1) Given the product [CH2:35]([O:42][C:43]1[CH:58]=[CH:57][C:46]([C:47]2[O:56][C:55]3[CH:54]=[CH:53][N:52]=[CH:51][C:50]=3[N:49]=2)=[CH:45][CH:44]=1)[C:36]1[CH:41]=[CH:40][CH:39]=[CH:38][CH:37]=1, predict the reactants needed to synthesize it. The reactants are: ClC(Cl)(Cl)C(Cl)(Cl)Cl.C1(P(C2C=CC=CC=2)C2C=CC=CC=2)C=CC=CC=1.C(N(CC)CC)C.[CH2:35]([O:42][C:43]1[CH:58]=[CH:57][C:46]([C:47]([NH:49][C:50]2[CH:51]=[N:52][CH:53]=[CH:54][C:55]=2[OH:56])=O)=[CH:45][CH:44]=1)[C:36]1[CH:41]=[CH:40][CH:39]=[CH:38][CH:37]=1. (2) The reactants are: [F:1][C:2]1[CH:3]=[C:4]([C:8]2[C:17]3[C:12](=[CH:13][C:14]([O:18]C)=[CH:15][CH:16]=3)[C:11](=[O:20])[N:10]([CH2:21][C:22]([N:24]([CH3:35])[C:25]3[CH:34]=[CH:33][C:28]4[N:29]=[C:30]([CH3:32])[O:31][C:27]=4[CH:26]=3)=[O:23])[N:9]=2)[CH:5]=[CH:6][CH:7]=1.B(Br)(Br)Br.C([O-])(O)=O.[Na+]. Given the product [F:1][C:2]1[CH:3]=[C:4]([C:8]2[C:17]3[C:12](=[CH:13][C:14]([OH:18])=[CH:15][CH:16]=3)[C:11](=[O:20])[N:10]([CH2:21][C:22]([N:24]([CH3:35])[C:25]3[CH:34]=[CH:33][C:28]4[N:29]=[C:30]([CH3:32])[O:31][C:27]=4[CH:26]=3)=[O:23])[N:9]=2)[CH:5]=[CH:6][CH:7]=1, predict the reactants needed to synthesize it.